Dataset: NCI-60 drug combinations with 297,098 pairs across 59 cell lines. Task: Regression. Given two drug SMILES strings and cell line genomic features, predict the synergy score measuring deviation from expected non-interaction effect. Drug 1: CNC(=O)C1=CC=CC=C1SC2=CC3=C(C=C2)C(=NN3)C=CC4=CC=CC=N4. Drug 2: C1=CC(=CC=C1CCCC(=O)O)N(CCCl)CCCl. Cell line: DU-145. Synergy scores: CSS=51.1, Synergy_ZIP=7.90, Synergy_Bliss=5.08, Synergy_Loewe=3.09, Synergy_HSA=3.23.